From a dataset of Full USPTO retrosynthesis dataset with 1.9M reactions from patents (1976-2016). Predict the reactants needed to synthesize the given product. Given the product [CH2:15]([C:6]1([CH2:17][CH3:18])[C:5]2[CH:4]=[C:3]([CH2:2][O:27][C:28]3[CH:33]=[CH:32][C:31]([C@@H:34]([C:39]4[CH:43]=[CH:42][O:41][N:40]=4)[CH2:35][C:36]([OH:38])=[O:37])=[CH:30][CH:29]=3)[CH:12]=[CH:11][C:10]=2[C:9]([CH3:14])([CH3:13])[CH2:8][CH2:7]1)[CH3:16], predict the reactants needed to synthesize it. The reactants are: Br[CH2:2][C:3]1[CH:4]=[C:5]2[C:10](=[CH:11][CH:12]=1)[C:9]([CH3:14])([CH3:13])[CH2:8][CH2:7][C:6]2([CH2:17][CH3:18])[CH2:15][CH3:16].CS(C1C=C(C=CC=1OC(F)(F)F)C[O:27][C:28]1[CH:33]=[CH:32][C:31]([C@@H:34]([C:39]2[CH:43]=[CH:42][O:41][N:40]=2)[CH2:35][C:36]([OH:38])=[O:37])=[CH:30][CH:29]=1)(=O)=O.C1C(=O)N(Br)C(=O)C1.C(OOC(=O)C1C=CC=CC=1)(=O)C1C=CC=CC=1.